This data is from Reaction yield outcomes from USPTO patents with 853,638 reactions. The task is: Predict the reaction yield, written as a fraction of the theoretical maximum amount of product (1.0 means a 100% yield; for example, 0.34 means a 34% yield). (1) The reactants are [CH2:1]([N:3]1[CH2:9][CH2:8][CH2:7][N:6]([C:10]2[CH:20]=[CH:19][C:13]([C:14]([O:16]CC)=O)=[CH:12][CH:11]=2)[CH2:5][CH2:4]1)[CH3:2].[CH3:21][O:22][C:23]1[CH:24]=[C:25]([CH2:31][CH2:32][C:33]2[CH:34]=[C:35]([NH2:38])[NH:36][N:37]=2)[CH:26]=[C:27]([O:29][CH3:30])[CH:28]=1.C[Al](C)C.C(Cl)Cl.CCOCC. The catalyst is C1(C)C=CC=CC=1. The product is [CH3:30][O:29][C:27]1[CH:26]=[C:25]([CH2:31][CH2:32][C:33]2[CH:34]=[C:35]([NH:38][C:14](=[O:16])[C:13]3[CH:12]=[CH:11][C:10]([N:6]4[CH2:7][CH2:8][CH2:9][N:3]([CH2:1][CH3:2])[CH2:4][CH2:5]4)=[CH:20][CH:19]=3)[NH:36][N:37]=2)[CH:24]=[C:23]([O:22][CH3:21])[CH:28]=1. The yield is 0.256. (2) The reactants are [O:1]=[C:2]1[C:7]([CH2:8][C:9]2[CH:14]=[CH:13][C:12]([C:15]3[C:16]([C:21]#[N:22])=[CH:17][CH:18]=[CH:19][CH:20]=3)=[CH:11][CH:10]=2)=[C:6]([CH2:23][CH2:24][CH3:25])[N:5]2[N:26]=[CH:27][N:28]=[C:4]2[NH:3]1.Br[CH2:30][C:31]([O:33][C:34]([CH3:37])([CH3:36])[CH3:35])=[O:32].C(=O)([O-])[O-].[K+].[K+].CN(C)C=O. The catalyst is C(OCC)(=O)C. The product is [C:21]([C:16]1[CH:17]=[CH:18][CH:19]=[CH:20][C:15]=1[C:12]1[CH:11]=[CH:10][C:9]([CH2:8][C:7]2[C:2](=[O:1])[N:3]([CH2:30][C:31]([O:33][C:34]([CH3:37])([CH3:36])[CH3:35])=[O:32])[C:4]3[N:5]([N:26]=[CH:27][N:28]=3)[C:6]=2[CH2:23][CH2:24][CH3:25])=[CH:14][CH:13]=1)#[N:22]. The yield is 0.250. (3) The reactants are [O:1]=[S:2]1(=[O:26])[CH2:7][CH2:6][N:5]([C:8]2[N:9]=[C:10]([C:19]3[CH:24]=[CH:23][C:22]([CH3:25])=[CH:21][CH:20]=3)[C:11]3[CH2:17][CH2:16][NH:15][CH2:14][CH2:13][C:12]=3[N:18]=2)[CH2:4][CH2:3]1.IC.[CH2:29](N(C(C)C)C(C)C)C. The catalyst is C(Cl)Cl. The product is [O:26]=[S:2]1(=[O:1])[CH2:3][CH2:4][N:5]([C:8]2[N:9]=[C:10]([C:19]3[CH:24]=[CH:23][C:22]([CH3:25])=[CH:21][CH:20]=3)[C:11]3[CH2:17][CH2:16][N:15]([CH3:29])[CH2:14][CH2:13][C:12]=3[N:18]=2)[CH2:6][CH2:7]1. The yield is 0.160. (4) The reactants are [O:1]=[C:2]1[CH2:7][CH2:6][N:5]([C:8]([O:10][CH2:11][CH3:12])=[O:9])[CH2:4][CH2:3]1.[CH3:13][Mg+].[Br-]. The catalyst is CCOCC. The product is [OH:1][C:2]1([CH3:13])[CH2:3][CH2:4][N:5]([C:8]([O:10][CH2:11][CH3:12])=[O:9])[CH2:6][CH2:7]1. The yield is 0.610. (5) The reactants are Br[C:2]1[CH:3]=[CH:4][C:5]([N+:8]([O-:10])=[O:9])=[N:6][CH:7]=1.[H-].[Na+].[CH3:13][N:14]1[CH:18]=[CH:17][C:16]([NH:19][C:20]2[C:29]3[C:24](=[CH:25][CH:26]=[C:27]([OH:30])[CH:28]=3)[N:23]=[CH:22][N:21]=2)=[N:15]1. The catalyst is CN(C)C=O. The product is [CH3:13][N:14]1[CH:18]=[CH:17][C:16]([NH:19][C:20]2[C:29]3[C:24](=[CH:25][CH:26]=[C:27]([O:30][C:2]4[CH:7]=[N:6][C:5]([N+:8]([O-:10])=[O:9])=[CH:4][CH:3]=4)[CH:28]=3)[N:23]=[CH:22][N:21]=2)=[N:15]1. The yield is 0.770. (6) The reactants are [C:1]1([C:34]2[CH:39]=[CH:38][CH:37]=[CH:36][CH:35]=2)[CH:6]=[CH:5][CH:4]=[C:3]([N:7]([CH2:15][C:16]2[CH:33]=[CH:32][C:19]3/[C:20](=[CH:29]/[C:30]#[N:31])/[C:21]4[CH:28]=[CH:27][CH:26]=[CH:25][C:22]=4[CH2:23][CH2:24][C:18]=3[CH:17]=2)[C:8](=[O:14])[CH2:9][C:10]([O:12]C)=[O:11])[CH:2]=1.[OH-].[Na+].Cl. The catalyst is C(O)C. The product is [C:1]1([C:34]2[CH:35]=[CH:36][CH:37]=[CH:38][CH:39]=2)[CH:6]=[CH:5][CH:4]=[C:3]([N:7]([CH2:15][C:16]2[CH:33]=[CH:32][C:19]3/[C:20](=[CH:29]/[C:30]#[N:31])/[C:21]4[CH:28]=[CH:27][CH:26]=[CH:25][C:22]=4[CH2:23][CH2:24][C:18]=3[CH:17]=2)[C:8](=[O:14])[CH2:9][C:10]([OH:12])=[O:11])[CH:2]=1. The yield is 0.600. (7) The reactants are C([O:8][N:9]1[C:15](=[O:16])[N:14]2[CH2:17][C@H:10]1[CH2:11][CH2:12][C@H:13]2[C:18]([NH:20][O:21][C@H:22]1[CH2:27][CH2:26][CH2:25][N:24]([C:28]([O:30][C:31]([CH3:34])([CH3:33])[CH3:32])=[O:29])[CH2:23]1)=[O:19])C1C=CC=CC=1.[H][H]. The catalyst is CO.[Pd]. The product is [OH:8][N:9]1[C:15](=[O:16])[N:14]2[CH2:17][C@H:10]1[CH2:11][CH2:12][C@H:13]2[C:18]([NH:20][O:21][C@H:22]1[CH2:27][CH2:26][CH2:25][N:24]([C:28]([O:30][C:31]([CH3:34])([CH3:33])[CH3:32])=[O:29])[CH2:23]1)=[O:19]. The yield is 0.970. (8) The reactants are C(N(CC)CC)C.S(Cl)(C)(=O)=O.[CH3:13][O:14][C:15]([CH:17]1[CH:21]([C@H:22]([CH3:25])[CH2:23]O)[CH2:20][N:19]([C:26]([O:28][CH2:29][C:30]2[CH:35]=[CH:34][CH:33]=[CH:32][CH:31]=2)=[O:27])[CH2:18]1)=[O:16].C(O)(=O)CC(CC(O)=O)(C(O)=O)O.[I-:49].[Na+]. The catalyst is ClCCl.C(OCC)(=O)C.CO. The product is [CH3:13][O:14][C:15]([CH:17]1[CH:21]([C@H:22]([CH3:25])[CH2:23][I:49])[CH2:20][N:19]([C:26]([O:28][CH2:29][C:30]2[CH:35]=[CH:34][CH:33]=[CH:32][CH:31]=2)=[O:27])[CH2:18]1)=[O:16]. The yield is 0.940.